From a dataset of Forward reaction prediction with 1.9M reactions from USPTO patents (1976-2016). Predict the product of the given reaction. (1) Given the reactants Cl[C:2]1[CH:7]=[CH:6][N:5]=[C:4]2[NH:8][CH:9]=[CH:10][C:3]=12.[N-:11]=[N+:12]=[N-:13].[Na+].[Cl-].[NH4+], predict the reaction product. The product is: [N:11]([C:2]1[CH:7]=[CH:6][N:5]=[C:4]2[NH:8][CH:9]=[CH:10][C:3]=12)=[N+:12]=[N-:13]. (2) Given the reactants Cl[C:2]([O:4][CH2:5][CH:6]=[CH2:7])=[O:3].[NH2:8][C:9]1[CH:14]=[C:13]([O:15][Si:16]([CH:23]([CH3:25])[CH3:24])([CH:20]([CH3:22])[CH3:21])[CH:17]([CH3:19])[CH3:18])[C:12]([O:26][CH3:27])=[CH:11][C:10]=1[C:28]([N:30]1[CH:34]=[C:33]([CH3:35])[CH2:32][C@H:31]1[CH2:36][O:37][Si:38]([C:41]([CH3:44])([CH3:43])[CH3:42])([CH3:40])[CH3:39])=[O:29].N1C=CC=CC=1.CC(C)=O.C(=O)=O, predict the reaction product. The product is: [Si:38]([O:37][CH2:36][C@@H:31]1[CH2:32][C:33]([CH3:35])=[CH:34][N:30]1[C:28]([C:10]1[CH:11]=[C:12]([O:26][CH3:27])[C:13]([O:15][Si:16]([CH:17]([CH3:19])[CH3:18])([CH:23]([CH3:25])[CH3:24])[CH:20]([CH3:21])[CH3:22])=[CH:14][C:9]=1[NH:8][C:2](=[O:3])[O:4][CH2:5][CH:6]=[CH2:7])=[O:29])([C:41]([CH3:42])([CH3:44])[CH3:43])([CH3:39])[CH3:40]. (3) Given the reactants [CH:1]1([O:5][C:6]2[CH:13]=[CH:12][C:9]([CH:10]=[O:11])=[CH:8][CH:7]=2)[CH2:4][CH2:3][CH2:2]1.[BH4-].[Na+].Cl, predict the reaction product. The product is: [CH:1]1([O:5][C:6]2[CH:13]=[CH:12][C:9]([CH2:10][OH:11])=[CH:8][CH:7]=2)[CH2:2][CH2:3][CH2:4]1. (4) Given the reactants CN(C(ON1N=NC2C=CC=NC1=2)=[N+](C)C)C.F[P-](F)(F)(F)(F)F.[F:25][C:26]([F:41])([F:40])[C:27]1[C:35]2[CH2:34][CH2:33][CH2:32][CH2:31][C:30]=2[N:29]([CH2:36][C:37]([OH:39])=O)[N:28]=1.CCN(C(C)C)C(C)C.[C:51]1([CH2:57][CH:58]([C:60]2[N:64]([C:65]3[CH:70]=[CH:69][CH:68]=[CH:67][CH:66]=3)[N:63]=[N:62][CH:61]=2)[NH2:59])[CH:56]=[CH:55][CH:54]=[CH:53][CH:52]=1, predict the reaction product. The product is: [C:51]1([CH2:57][CH:58]([NH:59][C:37](=[O:39])[CH2:36][N:29]2[C:30]3[CH2:31][CH2:32][CH2:33][CH2:34][C:35]=3[C:27]([C:26]([F:25])([F:41])[F:40])=[N:28]2)[C:60]2[N:64]([C:65]3[CH:66]=[CH:67][CH:68]=[CH:69][CH:70]=3)[N:63]=[N:62][CH:61]=2)[CH:52]=[CH:53][CH:54]=[CH:55][CH:56]=1. (5) Given the reactants [CH2:1]([C@H:4]1[CH2:9][CH2:8][C@H:7]([CH2:10]Cl)[CH2:6][CH2:5]1)[CH2:2][CH3:3].[Mg].[CH3:13][O:14][Si:15](OC)([O:18][CH3:19])[O:16][CH3:17], predict the reaction product. The product is: [CH2:1]([C@H:4]1[CH2:9][CH2:8][C@H:7]([CH2:10][Si:15]([O:18][CH3:19])([O:16][CH3:17])[O:14][CH3:13])[CH2:6][CH2:5]1)[CH2:2][CH3:3]. (6) Given the reactants [CH3:1][O:2][C:3]([C:5]1[C:10]([Br:11])=[C:9](Cl)[CH:8]=[C:7]([Cl:13])[N:6]=1)=[O:4].C1(CN)CC1.C([N:22]([CH:25]([CH3:27])[CH3:26])CC)(C)C.O, predict the reaction product. The product is: [CH3:1][O:2][C:3]([C:5]1[C:10]([Br:11])=[C:9]([NH:22][CH:25]2[CH2:27][CH2:26]2)[CH:8]=[C:7]([Cl:13])[N:6]=1)=[O:4].